Dataset: Reaction yield outcomes from USPTO patents with 853,638 reactions. Task: Predict the reaction yield, written as a fraction of the theoretical maximum amount of product (1.0 means a 100% yield; for example, 0.34 means a 34% yield). (1) The reactants are [CH3:1][O:2][CH2:3][CH2:4][OH:5].CC(C)([O-])C.[K+].[Br:12][C:13]1[CH:14]=[CH:15][C:16](Cl)=[N:17][CH:18]=1. The catalyst is O1CCOCC1.[Cl-].[Na+].O. The product is [Br:12][C:13]1[CH:14]=[CH:15][C:16]([O:5][CH2:4][CH2:3][O:2][CH3:1])=[N:17][CH:18]=1. The yield is 0.730. (2) The reactants are [F:1][C:2]1([F:21])[CH2:7][O:6][C:5]([NH2:8])=[N:4][C@@:3]21[C:17]1[C:12](=[CH:13][CH:14]=[C:15]([NH2:18])[CH:16]=1)[C:11]([CH3:20])([CH3:19])[CH2:10][CH2:9]2.[C:22]([C:24]1[CH:25]=[CH:26][C:27]([C:30](O)=[O:31])=[N:28][CH:29]=1)#[N:23]. No catalyst specified. The product is [NH2:8][C:5]1[O:6][CH2:7][C:2]([F:1])([F:21])[C@@:3]2([C:17]3[C:12](=[CH:13][CH:14]=[C:15]([NH:18][C:30](=[O:31])[C:27]4[CH:26]=[CH:25][C:24]([C:22]#[N:23])=[CH:29][N:28]=4)[CH:16]=3)[C:11]([CH3:19])([CH3:20])[CH2:10][CH2:9]2)[N:4]=1. The yield is 0.650. (3) The reactants are [C:1]([O:5][C:6]([NH:8][CH2:9][C:10]1[N:11]([CH2:32][CH:33]([CH3:35])[CH3:34])[C:12](=[O:31])[C:13]2[C:18]([C:19]=1[C:20]1[CH:25]=[CH:24][C:23]([CH3:26])=[CH:22][CH:21]=1)=[CH:17][C:16]([C:27]([O:29]C)=[O:28])=[CH:15][CH:14]=2)=[O:7])([CH3:4])([CH3:3])[CH3:2].CO.[OH-].[Na+].Cl. The catalyst is O1CCCC1.O. The product is [C:1]([O:5][C:6]([NH:8][CH2:9][C:10]1[N:11]([CH2:32][CH:33]([CH3:35])[CH3:34])[C:12](=[O:31])[C:13]2[C:18]([C:19]=1[C:20]1[CH:21]=[CH:22][C:23]([CH3:26])=[CH:24][CH:25]=1)=[CH:17][C:16]([C:27]([OH:29])=[O:28])=[CH:15][CH:14]=2)=[O:7])([CH3:2])([CH3:4])[CH3:3]. The yield is 0.903. (4) The reactants are [F:1][C:2]([F:20])([F:19])[CH:3]1[CH2:8][CH2:7][CH:6]([O:9][C:10]2[CH:11]=[C:12]3[C:16](=[CH:17][CH:18]=2)[NH:15][CH2:14][CH2:13]3)[CH2:5][CH2:4]1.CCN(C(C)C)C(C)C.[Cl:30][CH2:31][C:32](Cl)=[O:33]. The catalyst is C(Cl)Cl. The product is [Cl:30][CH2:31][C:32]([N:15]1[C:16]2[C:12](=[CH:11][C:10]([O:9][CH:6]3[CH2:5][CH2:4][CH:3]([C:2]([F:1])([F:19])[F:20])[CH2:8][CH2:7]3)=[CH:18][CH:17]=2)[CH2:13][CH2:14]1)=[O:33]. The yield is 0.770. (5) The reactants are Cl[C:2]1[N:3]=[C:4]([OH:12])[C:5]2[CH:11]=[CH:10][N:9]=[CH:8][C:6]=2[N:7]=1.[CH2:13]([N:20]([CH3:28])[C:21]1[CH:22]=[C:23]([OH:27])[CH:24]=[CH:25][CH:26]=1)[C:14]1[CH:19]=[CH:18][CH:17]=[CH:16][CH:15]=1. No catalyst specified. The product is [CH2:13]([N:20]([CH3:28])[C:21]1[CH:22]=[C:23]([CH:24]=[CH:25][CH:26]=1)[O:27][C:2]1[N:3]=[C:4]([OH:12])[C:5]2[CH:11]=[CH:10][N:9]=[CH:8][C:6]=2[N:7]=1)[C:14]1[CH:15]=[CH:16][CH:17]=[CH:18][CH:19]=1. The yield is 0.190. (6) The reactants are [CH2:1]([C@@:5]1([CH2:43][CH3:44])[NH:11][C@H:10]([C:12]2[CH:17]=[CH:16][CH:15]=[CH:14][CH:13]=2)[C:9]2[CH:18]=[C:19]([O:39][CH3:40])[C:20]([CH2:22][CH2:23][C:24]([N:26]([CH2:33][C:34]([O:36]CC)=[O:35])[CH2:27][C:28]([O:30]CC)=[O:29])=[O:25])=[CH:21][C:8]=2[S:7](=[O:42])(=[O:41])[CH2:6]1)[CH2:2][CH2:3][CH3:4].[OH-].[Li+].Cl. The catalyst is C1COCC1.CO.O. The product is [CH2:1]([C@@:5]1([CH2:43][CH3:44])[NH:11][C@H:10]([C:12]2[CH:13]=[CH:14][CH:15]=[CH:16][CH:17]=2)[C:9]2[CH:18]=[C:19]([O:39][CH3:40])[C:20]([CH2:22][CH2:23][C:24]([N:26]([CH2:33][C:34]([OH:36])=[O:35])[CH2:27][C:28]([OH:30])=[O:29])=[O:25])=[CH:21][C:8]=2[S:7](=[O:42])(=[O:41])[CH2:6]1)[CH2:2][CH2:3][CH3:4]. The yield is 0.530.